Dataset: Forward reaction prediction with 1.9M reactions from USPTO patents (1976-2016). Task: Predict the product of the given reaction. (1) Given the reactants [CH3:1][O:2][C:3]1[C:4]([NH2:9])=[N:5][CH:6]=[CH:7][CH:8]=1.[I:10]I.CCOC(C)=O.S([O-])([O-])(=O)=S.[Na+].[Na+], predict the reaction product. The product is: [I:10][C:7]1[CH:8]=[C:3]([O:2][CH3:1])[C:4]([NH2:9])=[N:5][CH:6]=1. (2) Given the reactants [CH2:1]=[C:2]([C:7]1[CH:12]=[CH:11][C:10]([CH2:13][O:14][CH2:15][C:16]2[CH:21]=[CH:20][C:19]([O:22][CH3:23])=[CH:18][CH:17]=2)=[CH:9][CH:8]=1)[CH2:3][CH2:4][CH2:5][CH3:6], predict the reaction product. The product is: [CH3:23][O:22][C:19]1[CH:20]=[CH:21][C:16]([CH2:15][O:14][CH2:13][C:10]2[CH:9]=[CH:8][C:7]([CH:2]([CH3:1])[CH2:3][CH2:4][CH2:5][CH3:6])=[CH:12][CH:11]=2)=[CH:17][CH:18]=1. (3) Given the reactants C[Si]([N-:5][Si](C)(C)C)(C)C.[Li+].[C:11]([C:13]1[CH:18]=[CH:17][C:16]([C:19]2[CH:24]=[CH:23][N:22]([CH:25]([CH2:42][C:43]3[CH:48]=[CH:47][CH:46]=[CH:45][CH:44]=3)[C:26]([NH:28][C:29]3[CH:41]=[CH:40][C:32]([C:33]([O:35][C:36]([CH3:39])([CH3:38])[CH3:37])=[O:34])=[CH:31][CH:30]=3)=[O:27])[C:21](=[O:49])[CH:20]=2)=[CH:15][CH:14]=1)#[N:12], predict the reaction product. The product is: [C:11]([C:13]1[CH:18]=[CH:17][C:16]([C:19]2[CH:24]=[CH:23][N:22]([CH:25]([CH2:42][C:43]3[CH:44]=[CH:45][CH:46]=[CH:47][CH:48]=3)[C:26]([NH:28][C:29]3[CH:30]=[CH:31][C:32]([C:33]([O:35][C:36]([CH3:37])([CH3:39])[CH3:38])=[O:34])=[CH:40][CH:41]=3)=[O:27])[C:21](=[O:49])[CH:20]=2)=[CH:15][CH:14]=1)(=[NH:5])[NH2:12]. (4) Given the reactants F[C:2]1[CH:16]=[CH:15][C:5]([C:6]([C:8]2[CH:13]=[CH:12][C:11]([F:14])=[CH:10][CH:9]=2)=O)=[CH:4][CH:3]=1.[NH:17]1[CH2:22][CH2:21][NH:20][CH2:19][CH2:18]1.C(=O)(O)O.[Na].C([SiH](CC)CC)C.S(=O)(=O)(O)O.[OH-].[Na+], predict the reaction product. The product is: [F:14][C:11]1[CH:12]=[CH:13][C:8]([CH2:6][C:5]2[CH:15]=[CH:16][C:2]([N:17]3[CH2:22][CH2:21][NH:20][CH2:19][CH2:18]3)=[CH:3][CH:4]=2)=[CH:9][CH:10]=1. (5) Given the reactants Cl.[CH2:2]([N:9]([CH2:17][CH:18]1[CH2:23][CH2:22][NH:21][CH2:20][CH2:19]1)[C:10]1[CH:15]=[CH:14][C:13]([Br:16])=[CH:12][CH:11]=1)[C:3]1[CH:8]=[CH:7][CH:6]=[CH:5][CH:4]=1.CCN=C=NCCCN(C)C.C1C=CC2N(O)N=NC=2C=1.CCN(C(C)C)C(C)C.[F:54][C:55]([F:63])([F:62])[C:56]([CH3:61])([CH3:60])[C:57](O)=[O:58], predict the reaction product. The product is: [CH2:2]([N:9]([CH2:17][CH:18]1[CH2:19][CH2:20][N:21]([C:57](=[O:58])[C:56]([CH3:61])([CH3:60])[C:55]([F:63])([F:62])[F:54])[CH2:22][CH2:23]1)[C:10]1[CH:15]=[CH:14][C:13]([Br:16])=[CH:12][CH:11]=1)[C:3]1[CH:4]=[CH:5][CH:6]=[CH:7][CH:8]=1. (6) Given the reactants [Cl:1][C:2]1[CH:7]=[CH:6][C:5]([S:8]([CH:11]([C:26]2[CH:31]=[C:30]([F:32])[CH:29]=[CH:28][C:27]=2[F:33])[C:12]2[CH:17]=[CH:16][CH:15]=[C:14](/[CH:18]=[CH:19]/[C:20]3[CH:25]=[CH:24][CH:23]=[CH:22][N:21]=3)[N:13]=2)(=[O:10])=[O:9])=[CH:4][CH:3]=1.CCCCCC.C(OCC)(=O)C, predict the reaction product. The product is: [Cl:1][C:2]1[CH:7]=[CH:6][C:5]([S:8]([CH:11]([C:26]2[CH:31]=[C:30]([F:32])[CH:29]=[CH:28][C:27]=2[F:33])[C:12]2[CH:17]=[CH:16][CH:15]=[C:14]([CH2:18][CH2:19][C:20]3[CH:25]=[CH:24][CH:23]=[CH:22][N:21]=3)[N:13]=2)(=[O:9])=[O:10])=[CH:4][CH:3]=1. (7) Given the reactants [N+:1]([C:4]1[C:5]([C:28](OCC)=[O:29])=[N:6][C:7]([NH:19][C:20]2[CH:25]=[CH:24][CH:23]=[C:22]([CH2:26][OH:27])[CH:21]=2)=[N:8][C:9]=1[NH:10][C:11]1[CH:16]=[CH:15][CH:14]=[CH:13][C:12]=1[O:17][CH3:18])([O-])=O.ClC1N=C([C:40](OCC)=[O:41])C([N+]([O-])=O)=C(NC2C=CC=CC=2OC)N=1.[NH2:57]C1C=C(C=CC=1)CO.C(N(C(C)C)CC)(C)C, predict the reaction product. The product is: [OH:27][CH2:26][C:22]1[CH:21]=[C:20]([NH:19][C:7]2[N:8]=[C:9]3[C:4]([NH:1][C:40](=[O:41])[N:10]3[C:11]3[CH:16]=[CH:15][CH:14]=[CH:13][C:12]=3[O:17][CH3:18])=[C:5]([C:28]([NH2:57])=[O:29])[N:6]=2)[CH:25]=[CH:24][CH:23]=1. (8) The product is: [CH3:1][O:2][C:3]([C:5]1[CH:6]=[C:7]2[C:12](=[C:13]([Cl:15])[CH:14]=1)[NH:11][CH:10]([C:16]1[CH:21]=[CH:20][CH:19]=[C:18]([Br:22])[CH:17]=1)[C:9]([CH3:24])([CH3:23])[CH2:8]2)=[O:4]. Given the reactants [CH3:1][O:2][C:3]([C:5]1[CH:6]=[C:7]2[C:12](=[C:13]([Cl:15])[CH:14]=1)[NH:11][CH:10]([C:16]1[CH:21]=[CH:20][CH:19]=[C:18]([Br:22])[CH:17]=1)[C:9]([CH3:24])([CH3:23])[CH:8]2O)=[O:4].C([SiH](CC)CC)C, predict the reaction product. (9) Given the reactants C(P(C[CH2:7][C:8]1[CH:13]=[CH:12][C:11]([NH2:14])=[C:10]([O:15][CH3:16])[CH:9]=1)(=O)[O-])C.[CH2:17]([O:19][P:20]([O:24]CC)[O:21][CH2:22][CH3:23])[CH3:18], predict the reaction product. The product is: [CH2:17]([O:19][P:20]([CH2:7][C:8]1[CH:13]=[CH:12][C:11]([NH2:14])=[C:10]([O:15][CH3:16])[CH:9]=1)(=[O:24])[O:21][CH2:22][CH3:23])[CH3:18]. (10) Given the reactants [OH-].[Li+].C[O:4][C:5](=[O:23])[C@H:6]([CH2:19][CH:20]([CH3:22])[CH3:21])[NH:7][C:8]([C:10]1[S:14][C:13]2[CH:15]=[CH:16][CH:17]=[CH:18][C:12]=2[CH:11]=1)=[O:9].O.[CH]Cl, predict the reaction product. The product is: [S:14]1[C:10]([C:8]([NH:7][C@H:6]([C:5]([OH:23])=[O:4])[CH2:19][CH:20]([CH3:22])[CH3:21])=[O:9])=[CH:11][C:12]2[CH:18]=[CH:17][CH:16]=[CH:15][C:13]1=2.